From a dataset of Full USPTO retrosynthesis dataset with 1.9M reactions from patents (1976-2016). Predict the reactants needed to synthesize the given product. (1) Given the product [NH2:12][C:5]1[CH:4]=[C:3]([C:1]#[N:2])[CH:11]=[CH:10][C:6]=1[C:7]([OH:9])=[O:8], predict the reactants needed to synthesize it. The reactants are: [C:1]([C:3]1[CH:11]=[CH:10][C:6]([C:7]([OH:9])=[O:8])=[C:5]([N+:12]([O-])=O)[CH:4]=1)#[N:2].O.NN. (2) Given the product [F:35][C:23]([F:36])([C:24]1([OH:34])[CH2:29][C:28]([CH3:31])([CH3:30])[CH2:27][C:26]([CH3:33])([CH3:32])[CH2:25]1)[C:22]([N:18]1[CH2:19][CH2:20][CH2:21][C@H:17]1[C:14]1[CH:13]=[C:12]([CH2:11][O:10][C:42]2[CH:43]=[C:44]([O:48][CH3:49])[C:45]([O:46][CH3:47])=[C:40]([O:39][CH3:38])[CH:41]=2)[O:16][N:15]=1)=[O:37], predict the reactants needed to synthesize it. The reactants are: CN(C=O)C.CS([O:10][CH2:11][C:12]1[O:16][N:15]=[C:14]([C@@H:17]2[CH2:21][CH2:20][CH2:19][N:18]2[C:22](=[O:37])[C:23]([F:36])([F:35])[C:24]2([OH:34])[CH2:29][C:28]([CH3:31])([CH3:30])[CH2:27][C:26]([CH3:33])([CH3:32])[CH2:25]2)[CH:13]=1)(=O)=O.[CH3:38][O:39][C:40]1[CH:41]=[C:42](O)[CH:43]=[C:44]([O:48][CH3:49])[C:45]=1[O:46][CH3:47].C([O-])([O-])=O.[K+].[K+]. (3) Given the product [F:25][C:2]([F:1])([F:24])[O:3][C:4]1[CH:23]=[CH:22][C:7]([O:8][CH:9]2[CH2:10][CH2:11][NH:12][CH2:13][CH2:14]2)=[CH:6][CH:5]=1, predict the reactants needed to synthesize it. The reactants are: [F:1][C:2]([F:25])([F:24])[O:3][C:4]1[CH:23]=[CH:22][C:7]([O:8][CH:9]2[CH2:14][CH2:13][N:12](C(OC(C)(C)C)=O)[CH2:11][CH2:10]2)=[CH:6][CH:5]=1.FC(F)(F)C(O)=O. (4) The reactants are: [C:1]([CH:7]1[CH2:12][CH2:11][CH2:10][CH2:9][N:8]1[C:13]([O:15][CH2:16][C:17]1[CH:22]=[CH:21][CH:20]=[CH:19][CH:18]=1)=[O:14])(=[O:6])[CH2:2][C:3]([CH3:5])=O.[C:23]([C:25]1[CH:32]=[CH:31][C:28]([CH:29]=O)=[CH:27][CH:26]=1)#[N:24].[F:33][C:34]([F:46])([F:45])[C:35]1[CH:36]=[C:37]([NH:41][C:42]([NH2:44])=[O:43])[CH:38]=[CH:39][CH:40]=1. Given the product [C:23]([C:25]1[CH:32]=[CH:31][C:28]([CH:29]2[C:2]([C:1]([CH:7]3[CH2:12][CH2:11][CH2:10][CH2:9][N:8]3[C:13]([O:15][CH2:16][C:17]3[CH:22]=[CH:21][CH:20]=[CH:19][CH:18]=3)=[O:14])=[O:6])=[C:3]([CH3:5])[N:41]([C:37]3[CH:38]=[CH:39][CH:40]=[C:35]([C:34]([F:45])([F:46])[F:33])[CH:36]=3)[C:42](=[O:43])[NH:44]2)=[CH:27][CH:26]=1)#[N:24], predict the reactants needed to synthesize it.